From a dataset of Full USPTO retrosynthesis dataset with 1.9M reactions from patents (1976-2016). Predict the reactants needed to synthesize the given product. (1) Given the product [NH:1]1[C:5]([C:6]2[C:14]3[C:9](=[CH:10][CH:11]=[C:12]([C:15]4[CH:20]=[N:19][CH:18]=[C:17]5[NH:21][CH:22]=[CH:23][C:16]=45)[CH:13]=3)[NH:8][N:7]=2)=[CH:4][N:3]=[CH:2]1, predict the reactants needed to synthesize it. The reactants are: [NH:1]1[C:5]([C:6]2[C:14]3[C:9](=[CH:10][CH:11]=[C:12]([C:15]4[CH:20]=[N:19][CH:18]=[C:17]5[NH:21][CH:22]=[CH:23][C:16]=45)[CH:13]=3)[N:8](C3CCCCO3)[N:7]=2)=[CH:4][N:3]=[CH:2]1.C([SiH](CC)CC)C. (2) Given the product [CH3:24][N:23]([CH3:25])[CH2:22][CH2:21][N:18]1[C:6]2=[CH:7][CH:8]=[C:9]3[C:4]([N:3]=[C:2]([C:30]4[CH:29]=[N:28][C:27]([NH2:26])=[N:32][CH:31]=4)[N:11]=[C:10]3[N:12]3[CH2:17][CH2:16][O:15][CH2:14][CH2:13]3)=[C:5]2[CH:20]=[CH:19]1, predict the reactants needed to synthesize it. The reactants are: Cl[C:2]1[N:11]=[C:10]([N:12]2[CH2:17][CH2:16][O:15][CH2:14][CH2:13]2)[C:9]2[C:4](=[C:5]3[CH:20]=[CH:19][N:18]([CH2:21][CH2:22][N:23]([CH3:25])[CH3:24])[C:6]3=[CH:7][CH:8]=2)[N:3]=1.[NH2:26][C:27]1[N:32]=[CH:31][C:30](B(O)O)=[CH:29][N:28]=1. (3) Given the product [Br:29][C:8]1[C:7]2[C:11](=[C:12]([Br:28])[CH:13]=[C:14]([CH2:15][C@@H:16]([CH2:22][C:23]([O:25][CH3:26])=[O:24])[C:17]([O:19][CH3:20])=[O:18])[C:6]=2[CH2:5][OH:4])[NH:10][N:9]=1, predict the reactants needed to synthesize it. The reactants are: C([O:4][CH2:5][C:6]1[C:14]([CH2:15][C@@H:16]([CH2:22][C:23]([O:25][CH2:26]C)=[O:24])[C:17]([O:19][CH2:20]C)=[O:18])=[CH:13][C:12]([Br:28])=[C:11]2[C:7]=1[C:8]([Br:29])=[N:9][NH:10]2)(=O)C.C[O-].[Mg+2].C[O-].